The task is: Predict the product of the given reaction.. This data is from Forward reaction prediction with 1.9M reactions from USPTO patents (1976-2016). (1) Given the reactants [C:1]([C:5]1[N:10]=[CH:9][C:8]([CH:11]([NH2:13])[CH3:12])=[CH:7][CH:6]=1)([CH3:4])([CH3:3])[CH3:2].C(C1C=CC(C#N)=[C:20]([O:26]C)N=1)(C)(C)C.C[Mg+].[Br-].C1(C)C=CC=CC=1.C1COCC1.[BH4-].[Na+], predict the reaction product. The product is: [C:1]([C:5]1[N:10]=[C:9]([O:26][CH3:20])[C:8]([CH:11]([NH2:13])[CH3:12])=[CH:7][CH:6]=1)([CH3:4])([CH3:2])[CH3:3]. (2) Given the reactants [CH3:1][O:2][C:3](=[O:18])[CH2:4][C:5]1[C:13]2[C:8](=[CH:9][CH:10]=[CH:11][CH:12]=2)[N:7]([C:14]([O:16][CH3:17])=[O:15])[CH:6]=1.CN(C)P(=O)(N(C)C)N(C)C.C([N-]C(C)C)(C)C.[Li+].C1CCCCC1.[CH:44]1([CH2:49][CH2:50]I)[CH2:48][CH2:47][CH2:46][CH2:45]1, predict the reaction product. The product is: [CH3:1][O:2][C:3](=[O:18])[CH:4]([CH2:50][CH2:49][CH:44]1[CH2:48][CH2:47][CH2:46][CH2:45]1)[C:5]1[C:13]2[C:8](=[CH:9][CH:10]=[CH:11][CH:12]=2)[N:7]([C:14]([O:16][CH3:17])=[O:15])[CH:6]=1. (3) Given the reactants [CH2:1]([O:3][C:4]([CH:6]1[CH2:11][CH2:10][CH:9]([OH:12])[CH2:8][CH2:7]1)=[O:5])[CH3:2].C1(P(C2C=CC=CC=2)C2C=CC=CC=2)C=CC=CC=1.[F:32][C:33]1[CH:38]=[CH:37][CH:36]=[C:35]([F:39])[C:34]=1O.N(C(OCC)=O)=NC(OCC)=O, predict the reaction product. The product is: [CH2:1]([O:3][C:4]([CH:6]1[CH2:11][CH2:10][CH:9]([O:12][C:34]2[C:33]([F:32])=[CH:38][CH:37]=[CH:36][C:35]=2[F:39])[CH2:8][CH2:7]1)=[O:5])[CH3:2]. (4) Given the reactants [CH3:1][C:2]1[CH:12]=[C:5]2[N:6]=[CH:7][C:8]([NH2:11])=[C:9]([NH2:10])[N:4]2[N:3]=1.[C:13]1([CH2:19][C:20](=[O:25])C(OC)=O)[CH:18]=[CH:17][CH:16]=[CH:15][CH:14]=1, predict the reaction product. The product is: [CH3:1][C:2]1[CH:12]=[C:5]2[N:6]=[CH:7][C:8]3[C:9](=[N:10][C:20]([OH:25])=[C:19]([C:13]4[CH:18]=[CH:17][CH:16]=[CH:15][CH:14]=4)[N:11]=3)[N:4]2[N:3]=1. (5) Given the reactants [N+](=[C:3]([C:8]1[CH:13]=[CH:12][C:11]([O:14][CH3:15])=[C:10]([O:16][CH3:17])[CH:9]=1)[C:4]([O:6][CH3:7])=[O:5])=[N-].[CH:18](/[C:22]1[CH:27]=[CH:26][CH:25]=[CH:24][CH:23]=1)=[CH:19]\[CH:20]=[CH2:21], predict the reaction product. The product is: [CH3:17][O:16][C:10]1[CH:9]=[C:8]([C:3]2([C:4]([O:6][CH3:7])=[O:5])[CH2:21][CH:20]2/[CH:19]=[CH:18]/[C:22]2[CH:27]=[CH:26][CH:25]=[CH:24][CH:23]=2)[CH:13]=[CH:12][C:11]=1[O:14][CH3:15]. (6) Given the reactants [NH2:1][C:2]1[CH:3]=[C:4]([N:8]2[C:12]3=[N:13][CH:14]=[N:15][C:16]([NH2:17])=[C:11]3[CH:10]=[N:9]2)[CH:5]=[CH:6][CH:7]=1.[CH3:18][N:19]1[CH:23]=[CH:22][N:21]=[C:20]1[C:24](O)=[O:25].Cl.CN(C)CCCN=C=NCC.ON1C2C=CC=CC=2N=N1, predict the reaction product. The product is: [NH2:17][C:16]1[N:15]=[CH:14][N:13]=[C:12]2[N:8]([C:4]3[CH:3]=[C:2]([NH:1][C:24]([C:20]4[N:19]([CH3:18])[CH:23]=[CH:22][N:21]=4)=[O:25])[CH:7]=[CH:6][CH:5]=3)[N:9]=[CH:10][C:11]=12. (7) Given the reactants [Cl:1][C:2]1[CH:7]=[CH:6][C:5]([NH:8][CH2:9][C:10]2[CH:18]=[CH:17][C:13]([C:14]([OH:16])=[O:15])=[CH:12][CH:11]=2)=[CH:4][CH:3]=1.[S-:19][C:20]#[N:21].[K+], predict the reaction product. The product is: [Cl:1][C:2]1[CH:3]=[CH:4][C:5]([N:8]([CH2:9][C:10]2[CH:11]=[CH:12][C:13]([C:14]([OH:16])=[O:15])=[CH:17][CH:18]=2)[C:20]([NH2:21])=[S:19])=[CH:6][CH:7]=1.